This data is from Catalyst prediction with 721,799 reactions and 888 catalyst types from USPTO. The task is: Predict which catalyst facilitates the given reaction. Reactant: [Cl:1][C:2]1[CH:3]=[C:4]([C@:9]23[CH2:15][C@@:14]2([CH2:16][O:17][CH3:18])[CH2:13][NH:12][CH2:11][CH2:10]3)[CH:5]=[CH:6][C:7]=1[Cl:8].[C:19](O)(=O)C.C(O[BH-](OC(=O)C)OC(=O)C)(=O)C.[Na+].C=O. Product: [Cl:1][C:2]1[CH:3]=[C:4]([C@:9]23[CH2:15][C@@:14]2([CH2:16][O:17][CH3:18])[CH2:13][N:12]([CH3:19])[CH2:11][CH2:10]3)[CH:5]=[CH:6][C:7]=1[Cl:8]. The catalyst class is: 24.